Dataset: Retrosynthesis with 50K atom-mapped reactions and 10 reaction types from USPTO. Task: Predict the reactants needed to synthesize the given product. (1) The reactants are: CCI.[N-]=[N+]=NCC1CNc2cccc(-c3ccccc3Cl)c2O1. Given the product CCN1CC(CN=[N+]=[N-])Oc2c(-c3ccccc3Cl)cccc21, predict the reactants needed to synthesize it. (2) The reactants are: CCOC(=O)Cn1c(-c2ccccn2)nc2cccnc21. Given the product O=C(O)Cn1c(-c2ccccn2)nc2cccnc21, predict the reactants needed to synthesize it.